This data is from Full USPTO retrosynthesis dataset with 1.9M reactions from patents (1976-2016). The task is: Predict the reactants needed to synthesize the given product. Given the product [Cl:1][C:2]1[CH:3]=[C:4]([CH:26]=[CH:27][CH:28]=1)[CH2:5][N:6]1[C:15]2[C:10](=[CH:11][CH:12]=[CH:13][CH:14]=2)[C:9](=[O:16])[C:8]([C:17]([C:19]2[CH:20]=[N:21][C:22]([N:30]([CH3:31])[CH3:29])=[CH:23][CH:24]=2)=[O:18])=[CH:7]1, predict the reactants needed to synthesize it. The reactants are: [Cl:1][C:2]1[CH:3]=[C:4]([CH:26]=[CH:27][CH:28]=1)[CH2:5][N:6]1[C:15]2[C:10](=[CH:11][CH:12]=[CH:13][CH:14]=2)[C:9](=[O:16])[C:8]([C:17]([C:19]2[CH:20]=[N:21][C:22](Cl)=[CH:23][CH:24]=2)=[O:18])=[CH:7]1.[CH3:29][NH:30][CH3:31].